From a dataset of Forward reaction prediction with 1.9M reactions from USPTO patents (1976-2016). Predict the product of the given reaction. (1) Given the reactants [Br:1][C:2]1[CH:3]=[C:4](/[CH:8]=[CH:9]/[C:10]([OH:12])=[O:11])[CH:5]=[CH:6][CH:7]=1.[CH3:13][CH:14](O)[CH3:15].OS(O)(=O)=O.[OH-].[Na+].CC1C=CC(COC(NNC(C2C=NC=CN=2)=O)=O)=CC=1, predict the reaction product. The product is: [Br:1][C:2]1[CH:3]=[C:4](/[CH:8]=[CH:9]/[C:10]([O:12][CH:14]([CH3:15])[CH3:13])=[O:11])[CH:5]=[CH:6][CH:7]=1. (2) Given the reactants [Br:1][C:2]1[CH:3]=[C:4]([CH:7]=[C:8]([CH3:10])[CH:9]=1)[CH:5]=[O:6].[CH2:11](O)[CH2:12][OH:13].O.C1(C)C=CC(S(O)(=O)=O)=CC=1.C1(C)C=CC=CC=1, predict the reaction product. The product is: [Br:1][C:2]1[CH:3]=[C:4]([CH:5]2[O:13][CH2:12][CH2:11][O:6]2)[CH:7]=[C:8]([CH3:10])[CH:9]=1. (3) Given the reactants [C:1]([O:5][C:6]([N:8]1[CH2:13][CH2:12][N:11]([C:14]2[C:19]([Cl:20])=[CH:18][C:17]([C:21](=[O:26])N(OC)C)=[CH:16][N:15]=2)[CH2:10][CH2:9]1)=[O:7])([CH3:4])([CH3:3])[CH3:2].C[Mg+].[Br-].[C:30]([O-])(O)=O.[Na+].CCOC(C)=O, predict the reaction product. The product is: [C:1]([O:5][C:6]([N:8]1[CH2:13][CH2:12][N:11]([C:14]2[C:19]([Cl:20])=[CH:18][C:17]([C:21](=[O:26])[CH3:30])=[CH:16][N:15]=2)[CH2:10][CH2:9]1)=[O:7])([CH3:4])([CH3:2])[CH3:3]. (4) The product is: [OH:1][CH2:2][C@H:3]1[CH2:7][C@H:6]([CH3:8])[CH2:5][N:4]1[CH2:9][CH2:10][C:11]1[NH:12][C:16](=[O:25])[C:17]2[C:18]([CH:24]=1)=[C:19]([CH3:23])[CH:20]=[CH:21][CH:22]=2. Given the reactants [OH:1][CH2:2][C@H:3]1[CH2:7][C@H:6]([CH3:8])[CH2:5][N:4]1[CH2:9][CH2:10][C:11]#[N:12].C(N(CC)[C:16](=[O:25])[C:17]1[CH:22]=[CH:21][CH:20]=[C:19]([CH3:23])[C:18]=1[CH3:24])C, predict the reaction product. (5) Given the reactants [Br:1][C:2]1[CH:3]=[CH:4][C:5]([C:8]([OH:10])=O)=[N:6][CH:7]=1.Cl.[CH3:12][NH:13][O:14][CH3:15].Cl.CN(C)CCCN=C=NCC.ON1C2C=CC=CC=2N=N1.C(N(CC)C(C)C)(C)C, predict the reaction product. The product is: [Br:1][C:2]1[CH:3]=[CH:4][C:5]([C:8]([N:13]([O:14][CH3:15])[CH3:12])=[O:10])=[N:6][CH:7]=1. (6) Given the reactants Br[CH2:2][CH2:3][CH2:4][O:5][C:6]1[CH:11]=[CH:10][C:9]([OH:12])=[CH:8][CH:7]=1.[CH2:13]([NH:15][C:16]1[CH:21]=[CH:20][CH:19]=[CH:18][CH:17]=1)[CH3:14].C(N(C(C)C)CC)(C)C, predict the reaction product. The product is: [CH2:13]([N:15]([C:16]1[CH:21]=[CH:20][CH:19]=[CH:18][CH:17]=1)[CH2:2][CH2:3][CH2:4][O:5][C:6]1[CH:11]=[CH:10][C:9]([OH:12])=[CH:8][CH:7]=1)[CH3:14]. (7) Given the reactants [CH3:1][CH:2]([CH3:22])[CH2:3][CH:4]([C:12]1[CH:21]=[CH:20][C:15]([C:16]([O:18]C)=[O:17])=[CH:14][CH:13]=1)[O:5][C:6]1[CH:11]=[CH:10][CH:9]=[CH:8][CH:7]=1.O.[OH-].[Li+].O1CCCC1.Cl, predict the reaction product. The product is: [CH3:1][CH:2]([CH3:22])[CH2:3][CH:4]([C:12]1[CH:13]=[CH:14][C:15]([C:16]([OH:18])=[O:17])=[CH:20][CH:21]=1)[O:5][C:6]1[CH:11]=[CH:10][CH:9]=[CH:8][CH:7]=1. (8) Given the reactants [CH3:1][C:2]1[CH:7]=[CH:6][CH:5]=[CH:4][C:3]=1B(O)O.[C:11]([OH:15])(=[O:14])[CH:12]=O.[ClH:16].Cl.[CH2:18]1[NH:23][CH2:22][CH2:21][N:20]2[CH2:24][CH2:25][CH2:26][C@H:19]12.C(=O)([O-])[O-].[K+].[K+], predict the reaction product. The product is: [ClH:16].[ClH:16].[CH2:18]1[N:23]([CH:12]([C:3]2[CH:4]=[CH:5][CH:6]=[CH:7][C:2]=2[CH3:1])[C:11]([OH:15])=[O:14])[CH2:22][CH2:21][N:20]2[CH2:24][CH2:25][CH2:26][C@H:19]12. (9) Given the reactants CON(C)[C:4]([C@H:6]1[N:10]([C:11]([O:13][C:14]([CH3:17])([CH3:16])[CH3:15])=[O:12])[CH2:9][C@@:8]2([C:25]3[C:20](=[CH:21][CH:22]=[CH:23][CH:24]=3)[NH:19][C:18]2=[O:26])[CH2:7]1)=[O:5].[Cl:28][C:29]1[CH:34]=[CH:33][C:32]([Mg]Br)=[CH:31][CH:30]=1, predict the reaction product. The product is: [Cl:28][C:29]1[CH:34]=[CH:33][C:32]([C:4]([C@H:6]2[N:10]([C:11]([O:13][C:14]([CH3:16])([CH3:15])[CH3:17])=[O:12])[CH2:9][C@@:8]3([C:25]4[C:20](=[CH:21][CH:22]=[CH:23][CH:24]=4)[NH:19][C:18]3=[O:26])[CH2:7]2)=[O:5])=[CH:31][CH:30]=1.